From a dataset of NCI-60 drug combinations with 297,098 pairs across 59 cell lines. Regression. Given two drug SMILES strings and cell line genomic features, predict the synergy score measuring deviation from expected non-interaction effect. (1) Cell line: OVCAR-5. Synergy scores: CSS=13.7, Synergy_ZIP=-2.62, Synergy_Bliss=-5.19, Synergy_Loewe=-12.8, Synergy_HSA=-11.1. Drug 1: COC1=NC(=NC2=C1N=CN2C3C(C(C(O3)CO)O)O)N. Drug 2: C(CC(=O)O)C(=O)CN.Cl. (2) Drug 1: CC1=CC=C(C=C1)C2=CC(=NN2C3=CC=C(C=C3)S(=O)(=O)N)C(F)(F)F. Drug 2: CC(C)CN1C=NC2=C1C3=CC=CC=C3N=C2N. Cell line: HL-60(TB). Synergy scores: CSS=-11.1, Synergy_ZIP=4.48, Synergy_Bliss=-1.73, Synergy_Loewe=-5.71, Synergy_HSA=-9.06. (3) Drug 1: CC1=C2C(C(=O)C3(C(CC4C(C3C(C(C2(C)C)(CC1OC(=O)C(C(C5=CC=CC=C5)NC(=O)C6=CC=CC=C6)O)O)OC(=O)C7=CC=CC=C7)(CO4)OC(=O)C)O)C)OC(=O)C. Drug 2: C1C(C(OC1N2C=NC3=C2NC=NCC3O)CO)O. Cell line: U251. Synergy scores: CSS=57.2, Synergy_ZIP=7.33, Synergy_Bliss=4.19, Synergy_Loewe=-18.3, Synergy_HSA=3.92. (4) Drug 1: CN(C)C1=NC(=NC(=N1)N(C)C)N(C)C. Drug 2: CC1=CC=C(C=C1)C2=CC(=NN2C3=CC=C(C=C3)S(=O)(=O)N)C(F)(F)F. Cell line: HCT116. Synergy scores: CSS=11.1, Synergy_ZIP=-0.571, Synergy_Bliss=1.80, Synergy_Loewe=-2.37, Synergy_HSA=1.77. (5) Drug 1: CC1C(C(CC(O1)OC2CC(CC3=C2C(=C4C(=C3O)C(=O)C5=C(C4=O)C(=CC=C5)OC)O)(C(=O)CO)O)N)O.Cl. Drug 2: C1=CC(=CC=C1CCCC(=O)O)N(CCCl)CCCl. Cell line: MALME-3M. Synergy scores: CSS=2.52, Synergy_ZIP=-0.799, Synergy_Bliss=-0.283, Synergy_Loewe=-1.43, Synergy_HSA=-0.831. (6) Drug 1: CCCCCOC(=O)NC1=NC(=O)N(C=C1F)C2C(C(C(O2)C)O)O. Drug 2: CCC1(C2=C(COC1=O)C(=O)N3CC4=CC5=C(C=CC(=C5CN(C)C)O)N=C4C3=C2)O.Cl. Cell line: SF-539. Synergy scores: CSS=25.2, Synergy_ZIP=1.16, Synergy_Bliss=2.50, Synergy_Loewe=-50.5, Synergy_HSA=-0.780. (7) Drug 1: COC1=CC(=CC(=C1O)OC)C2C3C(COC3=O)C(C4=CC5=C(C=C24)OCO5)OC6C(C(C7C(O6)COC(O7)C8=CC=CS8)O)O. Drug 2: C1=CN(C=N1)CC(O)(P(=O)(O)O)P(=O)(O)O. Cell line: OVCAR3. Synergy scores: CSS=1.87, Synergy_ZIP=-9.10, Synergy_Bliss=-17.5, Synergy_Loewe=-25.6, Synergy_HSA=-16.3.